From a dataset of hERG Central: cardiac toxicity at 1µM, 10µM, and general inhibition. Predict hERG channel inhibition at various concentrations. (1) The drug is OCCC1CN(Cc2ccc(F)cc2)CCN1CCc1ccccc1. Results: hERG_inhib (hERG inhibition (general)): blocker. (2) The molecule is CCN1CCN(c2ccc(NC(=O)c3ccccc3F)cc2Cl)CC1. Results: hERG_inhib (hERG inhibition (general)): blocker. (3) The compound is O=c1c(-c2nnc(SCc3ccc(Cl)cc3Cl)o2)cccn1Cc1ccccc1. Results: hERG_inhib (hERG inhibition (general)): blocker. (4) The drug is O=C(Nc1ccc(CN2CCOCC2)cc1)c1ccc(-c2cccc(Cl)c2)o1. Results: hERG_inhib (hERG inhibition (general)): blocker. (5) Results: hERG_inhib (hERG inhibition (general)): blocker. The molecule is COc1ccccc1N1CCN(C2CCN(C3CCC(c4ccccc4)CC3)CC2)CC1.O=C(O)C(=O)O.